Dataset: Reaction yield outcomes from USPTO patents with 853,638 reactions. Task: Predict the reaction yield, written as a fraction of the theoretical maximum amount of product (1.0 means a 100% yield; for example, 0.34 means a 34% yield). (1) The reactants are [CH3:1][C:2]1[CH:7]=[C:6]([N+:8]([O-])=O)[C:5]([O:11][CH3:12])=[CH:4][C:3]=1[N:13]1[CH2:18][CH2:17][CH:16]([CH2:19][CH2:20][S:21]([CH3:24])(=[O:23])=[O:22])[CH2:15][CH2:14]1. The catalyst is CCOC(C)=O.[Pt]. The product is [CH3:1][C:2]1[C:3]([N:13]2[CH2:18][CH2:17][CH:16]([CH2:19][CH2:20][S:21]([CH3:24])(=[O:22])=[O:23])[CH2:15][CH2:14]2)=[CH:4][C:5]([O:11][CH3:12])=[C:6]([CH:7]=1)[NH2:8]. The yield is 0.590. (2) The reactants are [Br:1][C:2]1[CH:7]=[CH:6][N:5]=[C:4](N)[CH:3]=1.[C:9](=[O:12])([O-])[O-].[K+].[K+].CI. The catalyst is OS(O)(=O)=O.CC(C)=O. The product is [Br:1][C:2]1[CH:3]=[CH:4][N:5]([CH3:6])[C:9](=[O:12])[CH:7]=1. The yield is 0.570. (3) The product is [Cl:1][C:2]1[CH:3]=[C:4]([NH:5][CH2:11][C:12]([O:14][CH2:15][CH3:16])=[O:13])[CH:6]=[CH:7][C:8]=1[Cl:9]. The catalyst is CN1C(=O)CCC1.O.CC#N.O. The yield is 0.970. The reactants are [Cl:1][C:2]1[CH:3]=[C:4]([CH:6]=[CH:7][C:8]=1[Cl:9])[NH2:5].Br[CH2:11][C:12]([O:14][CH2:15][CH3:16])=[O:13].C(N(C(C)C)CC)(C)C.FC(F)(F)C(O)=O.C([O-])(O)=O.[Na+]. (4) The reactants are O[C:2]1[C:11]2[C:6](=[C:7]([CH3:12])[CH:8]=[CH:9][CH:10]=2)[N:5]=[C:4]([C:13]([O:15][CH2:16][CH3:17])=[O:14])[N:3]=1.O=P(Cl)(Cl)[Cl:20]. The catalyst is CN(C=O)C. The product is [Cl:20][C:2]1[C:11]2[C:6](=[C:7]([CH3:12])[CH:8]=[CH:9][CH:10]=2)[N:5]=[C:4]([C:13]([O:15][CH2:16][CH3:17])=[O:14])[N:3]=1. The yield is 0.900.